Dataset: Forward reaction prediction with 1.9M reactions from USPTO patents (1976-2016). Task: Predict the product of the given reaction. (1) Given the reactants Br[C:2]1[CH:3]=[C:4]2[C:9](=[CH:10][CH:11]=1)[N:8]=[CH:7][C:6]([C:12](=[O:16])[CH:13]([CH3:15])[CH3:14])=[C:5]2[NH:17][C@H:18]1[CH2:23][CH2:22][C@H:21]([NH:24][C:25](=[O:31])[O:26][C:27]([CH3:30])([CH3:29])[CH3:28])[CH2:20][CH2:19]1.[Cl:32][C:33]1[CH:38]=[C:37](B2OC(C)(C)C(C)(C)O2)[CH:36]=[C:35]([F:48])[C:34]=1[OH:49], predict the reaction product. The product is: [Cl:32][C:33]1[CH:38]=[C:37]([C:2]2[CH:3]=[C:4]3[C:9](=[CH:10][CH:11]=2)[N:8]=[CH:7][C:6]([C:12](=[O:16])[CH:13]([CH3:15])[CH3:14])=[C:5]3[NH:17][C@H:18]2[CH2:19][CH2:20][C@H:21]([NH:24][C:25](=[O:31])[O:26][C:27]([CH3:30])([CH3:28])[CH3:29])[CH2:22][CH2:23]2)[CH:36]=[C:35]([F:48])[C:34]=1[OH:49]. (2) Given the reactants [NH:1]1[CH:5]=[C:4]([C:6]2[CH:11]=[CH:10][CH:9]=[CH:8][N:7]=2)[CH:3]=[N:2]1.[Br:12][C:13]1[CH:18]=[C:17](F)[CH:16]=[C:15]([Cl:20])[CH:14]=1.C(=O)([O-])[O-].[K+].[K+].CCCCCC, predict the reaction product. The product is: [Br:12][C:13]1[CH:18]=[C:17]([N:1]2[CH:5]=[C:4]([C:6]3[CH:11]=[CH:10][CH:9]=[CH:8][N:7]=3)[CH:3]=[N:2]2)[CH:16]=[C:15]([Cl:20])[CH:14]=1. (3) Given the reactants [OH:1][C:2]1[CH:7]=[CH:6][C:5]([N:8]([CH2:21][C:22]2[CH:27]=[CH:26][CH:25]=[C:24]([O:28][CH:29]3[CH2:34][CH2:33][CH2:32][CH2:31][O:30]3)[CH:23]=2)[S:9]([C:12]2[C:17]([CH3:18])=[CH:16][C:15]([CH3:19])=[CH:14][C:13]=2[CH3:20])(=[O:11])=[O:10])=[CH:4][CH:3]=1.[Br:35][CH2:36][CH2:37]Br.[OH-].[Na+], predict the reaction product. The product is: [Br:35][CH2:36][CH2:37][O:1][C:2]1[CH:3]=[CH:4][C:5]([N:8]([CH2:21][C:22]2[CH:27]=[CH:26][CH:25]=[C:24]([O:28][CH:29]3[CH2:34][CH2:33][CH2:32][CH2:31][O:30]3)[CH:23]=2)[S:9]([C:12]2[C:17]([CH3:18])=[CH:16][C:15]([CH3:19])=[CH:14][C:13]=2[CH3:20])(=[O:11])=[O:10])=[CH:6][CH:7]=1. (4) The product is: [Br:14][C:15]1[CH:16]=[C:17]2[C:22](=[CH:23][CH:24]=1)[O:21][CH:20]([C:25]1[CH:30]=[CH:29][CH:28]=[CH:27][CH:26]=1)[CH2:19][C:18]2([CH2:2][C:1]([O:4][CH3:5])=[O:3])[NH:31][S:32]([C:34]([CH3:37])([CH3:36])[CH3:35])=[O:33]. Given the reactants [C:1]([O:4][CH3:5])(=[O:3])[CH3:2].[Li+].CC([N-]C(C)C)C.[Br:14][C:15]1[CH:16]=[C:17]2[C:22](=[CH:23][CH:24]=1)[O:21][CH:20]([C:25]1[CH:30]=[CH:29][CH:28]=[CH:27][CH:26]=1)[CH2:19][C:18]2=[N:31][S:32]([C:34]([CH3:37])([CH3:36])[CH3:35])=[O:33], predict the reaction product. (5) Given the reactants [CH3:1][O:2][C:3]1[CH:4]=[C:5]2[C:10](=[CH:11][C:12]=1[O:13][CH3:14])[N:9]=[CH:8][CH:7]=[C:6]2[O:15][C:16]1[CH:22]=[CH:21][C:19]([NH2:20])=[C:18]([O:23][CH3:24])[CH:17]=1.C(N(CC)CC)C.ClC(Cl)(O[C:36](=[O:42])OC(Cl)(Cl)Cl)Cl.[F:44][C:45]1[CH:50]=[CH:49][C:48]([C@@H:51]([NH2:53])[CH3:52])=[CH:47][CH:46]=1, predict the reaction product. The product is: [CH3:1][O:2][C:3]1[CH:4]=[C:5]2[C:10](=[CH:11][C:12]=1[O:13][CH3:14])[N:9]=[CH:8][CH:7]=[C:6]2[O:15][C:16]1[CH:22]=[CH:21][C:19]([NH:20][C:36]([NH:53][C@H:51]([C:48]2[CH:49]=[CH:50][C:45]([F:44])=[CH:46][CH:47]=2)[CH3:52])=[O:42])=[C:18]([O:23][CH3:24])[CH:17]=1. (6) Given the reactants [CH3:1][C:2]1[N:7]=[C:6]([NH:8]S(C2C=CC(C3C=CC(C#N)=CC=3)=CC=2)(=O)=O)[CH:5]=[CH:4][CH:3]=1.[Cl:26][C:27]1[N:32]=[CH:31][C:30]([S:33](Cl)(=[O:35])=[O:34])=[CH:29][CH:28]=1, predict the reaction product. The product is: [CH3:1][C:2]1[N:7]=[C:6]([NH:8][S:33]([C:30]2[CH:31]=[N:32][C:27]([Cl:26])=[CH:28][CH:29]=2)(=[O:35])=[O:34])[CH:5]=[CH:4][CH:3]=1.